Dataset: NCI-60 drug combinations with 297,098 pairs across 59 cell lines. Task: Regression. Given two drug SMILES strings and cell line genomic features, predict the synergy score measuring deviation from expected non-interaction effect. Drug 1: CN1C(=O)N2C=NC(=C2N=N1)C(=O)N. Drug 2: COC1=NC(=NC2=C1N=CN2C3C(C(C(O3)CO)O)O)N. Cell line: SR. Synergy scores: CSS=-2.31, Synergy_ZIP=1.98, Synergy_Bliss=4.05, Synergy_Loewe=-2.59, Synergy_HSA=-1.45.